This data is from Peptide-MHC class I binding affinity with 185,985 pairs from IEDB/IMGT. The task is: Regression. Given a peptide amino acid sequence and an MHC pseudo amino acid sequence, predict their binding affinity value. This is MHC class I binding data. (1) The peptide sequence is SRLGIVVLR. The MHC is HLA-B58:01 with pseudo-sequence HLA-B58:01. The binding affinity (normalized) is 0.0847. (2) The peptide sequence is HEGDIVPLF. The MHC is HLA-B58:01 with pseudo-sequence HLA-B58:01. The binding affinity (normalized) is 0.0847. (3) The binding affinity (normalized) is 0.227. The MHC is HLA-A01:01 with pseudo-sequence HLA-A01:01. The peptide sequence is HSGLTEQTY. (4) The peptide sequence is ELEKCTSEI. The MHC is HLA-A68:02 with pseudo-sequence HLA-A68:02. The binding affinity (normalized) is 0.0656. (5) The peptide sequence is NPVILSKLML. The MHC is HLA-B53:01 with pseudo-sequence HLA-B53:01. The binding affinity (normalized) is 0.214. (6) The peptide sequence is NSSKVSQNY. The MHC is HLA-A31:01 with pseudo-sequence HLA-A31:01. The binding affinity (normalized) is 0. (7) The peptide sequence is NLLVQYGAKI. The MHC is HLA-A02:01 with pseudo-sequence HLA-A02:01. The binding affinity (normalized) is 0.275. (8) The peptide sequence is ELTTVFIKY. The MHC is HLA-A11:01 with pseudo-sequence HLA-A11:01. The binding affinity (normalized) is 0.186. (9) The peptide sequence is YLEGTRTLL. The MHC is HLA-A26:01 with pseudo-sequence HLA-A26:01. The binding affinity (normalized) is 0.0847.